From a dataset of Reaction yield outcomes from USPTO patents with 853,638 reactions. Predict the reaction yield, written as a fraction of the theoretical maximum amount of product (1.0 means a 100% yield; for example, 0.34 means a 34% yield). (1) The reactants are [H-].[Al+3].[Li+].[H-].[H-].[H-].[OH:7][CH2:8][C@@H:9]([NH:15][C:16](=O)OC(C)(C)C)[C@H:10]([OH:14])[CH2:11][S:12][CH3:13]. The catalyst is O1CCCC1. The product is [CH3:16][NH:15][C@@H:9]([C@H:10]([OH:14])[CH2:11][S:12][CH3:13])[CH2:8][OH:7]. The yield is 0.570. (2) The catalyst is C1COCC1.CO. The yield is 0.730. The reactants are [CH2:1]([O:8][C:9]1[CH:14]=[CH:13][C:12]([C:15]2[CH:20]=[CH:19][CH:18]=[C:17]([CH2:21][N:22]3[C:30]4[C:25](=[CH:26][CH:27]=[CH:28][CH:29]=4)[C:24]([C:31]4[CH:36]=[CH:35][C:34]([C:37]([CH3:40])([CH3:39])[CH3:38])=[CH:33][CH:32]=4)=[C:23]3[C:41]([O:43]CC)=[O:42])[CH:16]=2)=[CH:11][CH:10]=1)[C:2]1[CH:7]=[CH:6][CH:5]=[CH:4][CH:3]=1.[OH-].[Na+].Cl. The product is [CH3:40][C:37]([C:34]1[CH:33]=[CH:32][C:31]([C:24]2[C:25]3[C:30](=[CH:29][CH:28]=[CH:27][CH:26]=3)[N:22]([CH2:21][C:17]3[CH:16]=[C:15]([C:12]4[CH:11]=[CH:10][C:9]([O:8][CH2:1][C:2]5[CH:7]=[CH:6][CH:5]=[CH:4][CH:3]=5)=[CH:14][CH:13]=4)[CH:20]=[CH:19][CH:18]=3)[C:23]=2[C:41]([OH:43])=[O:42])=[CH:36][CH:35]=1)([CH3:38])[CH3:39].